Dataset: Forward reaction prediction with 1.9M reactions from USPTO patents (1976-2016). Task: Predict the product of the given reaction. (1) Given the reactants [NH2:1][CH2:2][CH2:3][O:4][CH2:5][CH2:6][OH:7].[C:8](O[C:8]([O:10][C:11]([CH3:14])([CH3:13])[CH3:12])=[O:9])([O:10][C:11]([CH3:14])([CH3:13])[CH3:12])=[O:9], predict the reaction product. The product is: [OH:7][CH2:6][CH2:5][O:4][CH2:3][CH2:2][NH:1][C:8](=[O:9])[O:10][C:11]([CH3:14])([CH3:13])[CH3:12]. (2) Given the reactants CO.C[O:4][C:5]([C:7]1[CH:8]=[N:9][C:10]([NH:13][C:14]([C:16]2[C:21]([S:22][C:23]3[CH:28]=[CH:27][C:26]([F:29])=[CH:25][CH:24]=3)=[N:20][CH:19]=[C:18]([S:30][C:31]3[NH:35][CH:34]=[N:33][N:32]=3)[N:17]=2)=[O:15])=[CH:11][CH:12]=1)=[O:6].[OH-].[Na+].Cl, predict the reaction product. The product is: [F:29][C:26]1[CH:27]=[CH:28][C:23]([S:22][C:21]2[C:16]([C:14]([NH:13][C:10]3[N:9]=[CH:8][C:7]([C:5]([OH:6])=[O:4])=[CH:12][CH:11]=3)=[O:15])=[N:17][C:18]([S:30][C:31]3[NH:35][CH:34]=[N:33][N:32]=3)=[CH:19][N:20]=2)=[CH:24][CH:25]=1. (3) Given the reactants [CH2:1]([C:5]1[N:6]=[C:7]([CH3:28])[NH:8][C:9](=[O:27])[C:10]=1[CH2:11][C:12]1[CH:17]=[CH:16][C:15]([C:18]2[C:19]([C:24]#[N:25])=[CH:20][CH:21]=[CH:22][CH:23]=2)=[CH:14][C:13]=1[F:26])[CH2:2][CH2:3][CH3:4].[CH3:29][C:30]1[CH:31]=[C:32](B(O)O)[CH:33]=[CH:34][CH:35]=1.C(N(CC)CC)C.N1C=CC=CC=1, predict the reaction product. The product is: [CH2:1]([C:5]1[N:6]=[C:7]([CH3:28])[N:8]([C:34]2[CH:33]=[CH:32][CH:31]=[C:30]([CH3:29])[CH:35]=2)[C:9](=[O:27])[C:10]=1[CH2:11][C:12]1[CH:17]=[CH:16][C:15]([C:18]2[C:19]([C:24]#[N:25])=[CH:20][CH:21]=[CH:22][CH:23]=2)=[CH:14][C:13]=1[F:26])[CH2:2][CH2:3][CH3:4]. (4) Given the reactants [F:1][CH:2]([F:42])[C:3]1[N:7]([C:8]2[N:13]=[C:12]([N:14]3[CH2:19][CH2:18][O:17][CH2:16][CH2:15]3)[N:11]=[C:10]([N:20]([CH2:27][CH2:28][CH2:29][N:30]3[CH2:35][CH2:34][O:33][CH2:32][CH2:31]3)[CH:21]3[CH2:26][CH2:25][NH:24][CH2:23][CH2:22]3)[N:9]=2)[C:6]2[CH:36]=[CH:37][CH:38]=[C:39]([O:40][CH3:41])[C:5]=2[N:4]=1.[CH3:43][S:44](Cl)(=[O:46])=[O:45], predict the reaction product. The product is: [F:42][CH:2]([F:1])[C:3]1[N:7]([C:8]2[N:13]=[C:12]([N:14]3[CH2:15][CH2:16][O:17][CH2:18][CH2:19]3)[N:11]=[C:10]([N:20]([CH:21]3[CH2:22][CH2:23][N:24]([S:44]([CH3:43])(=[O:46])=[O:45])[CH2:25][CH2:26]3)[CH2:27][CH2:28][CH2:29][N:30]3[CH2:31][CH2:32][O:33][CH2:34][CH2:35]3)[N:9]=2)[C:6]2[CH:36]=[CH:37][CH:38]=[C:39]([O:40][CH3:41])[C:5]=2[N:4]=1. (5) Given the reactants [C:1]([O:5][C:6]([NH:8][C@H:9]1[CH2:14][CH2:13][CH2:12][N:11]([C:15]2[CH:20]=[CH:19][N:18]=[CH:17][C:16]=2[NH:21][C:22]([C:24]2[C:33]([NH:34][C:35](=[O:44])[O:36][CH2:37][C:38]3[CH:43]=[CH:42][CH:41]=[CH:40][CH:39]=3)=[CH:32][C:31]3[C:26](=[CH:27][C:28]([CH:45]=C)=[CH:29][CH:30]=3)[N:25]=2)=[O:23])[CH2:10]1)=[O:7])([CH3:4])([CH3:3])[CH3:2].C1C[O:50]CC1.I([O-])(=O)(=O)=O.[Na+], predict the reaction product. The product is: [C:1]([O:5][C:6]([NH:8][C@H:9]1[CH2:14][CH2:13][CH2:12][N:11]([C:15]2[CH:20]=[CH:19][N:18]=[CH:17][C:16]=2[NH:21][C:22]([C:24]2[C:33]([NH:34][C:35](=[O:44])[O:36][CH2:37][C:38]3[CH:39]=[CH:40][CH:41]=[CH:42][CH:43]=3)=[CH:32][C:31]3[C:26](=[CH:27][C:28]([CH:45]=[O:50])=[CH:29][CH:30]=3)[N:25]=2)=[O:23])[CH2:10]1)=[O:7])([CH3:4])([CH3:2])[CH3:3]. (6) Given the reactants [CH3:1][N:2]([C:20](=[O:30])[C@H:21]([C:23]1[CH:28]=[CH:27][C:26]([F:29])=[CH:25][CH:24]=1)[CH3:22])[C@@H:3]1[CH2:11][CH2:10][C:9]2[N:5]([C:6]3[N:19]=[CH:18][CH:17]=[CH:16][C:7]=3[C:8]=2[CH2:12][C:13]([OH:15])=[O:14])[CH2:4]1.FC1C=CC(C(C(C)C)C(N(C)[C@@H]2CCC3N(C4N=CC=CC=4C=3CC(O)=O)C2)=O)=CC=1.C1(C(C2C=CC=CC=2)C(N(C)[C@@H]2CCC3N(C4N=CC=CC=4C=3CC(O)=O)C2)=O)C=CC=CC=1.FC1C=CC(C(C)(C)C(N(C)[C@@H]2CCC3N(C4N=CC=CC=4C=3CC(O)=O)C2)=O)=CC=1.FC1C=CC(C2(C(N(C)[C@@H]3CCC4N(C5N=CC=CC=5C=4CC(O)=O)C3)=O)CCOCC2)=CC=1.FC1C=CC(C2(C(N(C)[C@@H]3CCC4N(C5N=CC=CC=5C=4CC(O)=O)C3)=O)CC2(C)C)=CC=1.FC1C=CC(C2(C(N(C)[C@@H]3CCC4N(C5N=CC=CC=5C=4CC(O)=O)C3)=O)CCC2)=CC=1.FC1C=CC(C2(C(N(C)[C@@H]3CCC4N(C5N=CC=CC=5C=4CC(O)=O)C3)=O)CCCC2)=CC=1, predict the reaction product. The product is: [CH3:1][N:2]([C:20](=[O:30])[C@@H:21]([C:23]1[CH:28]=[CH:27][C:26]([F:29])=[CH:25][CH:24]=1)[CH3:22])[C@@H:3]1[CH2:11][CH2:10][C:9]2[N:5]([C:6]3[N:19]=[CH:18][CH:17]=[CH:16][C:7]=3[C:8]=2[CH2:12][C:13]([OH:15])=[O:14])[CH2:4]1.